This data is from Drug-target binding data from BindingDB using Ki measurements. The task is: Regression. Given a target protein amino acid sequence and a drug SMILES string, predict the binding affinity score between them. We predict pKi (pKi = -log10(Ki in M); higher means stronger inhibition). Dataset: bindingdb_ki. (1) The small molecule is CCCCC[C@H](O)/C=C/[C@H]1[C@H](O)CC(=O)[C@@H]1C/C=C\CCCC(=O)O. The target protein (P34979) has sequence MKATRDHASAPFCTRFNHSDPGIWAAERAVEAPNNLTLPPEPSEDCGSVSVAFSMTMMITGFVGNALAITLVSKSYRRREGKRKKSFLLCIGWLALTDMVGQLLTSPVVIVLYLSHQRWEQLDPSGRLCTFFGLTMTVFGLSSLFIASAMAVERALATRAPHWYSSHMKTSVTRAVLLGVWLAVLAFALLPVLGVGQYTIQWPGTWCFISTGPGGNGTNSRQNWGNVFFASAFAILGLSALVVTFACNLATIKALVSRCRAKATASQSSAQWGRITTETAIQLMGIMCVLSVCWSPLLIMMLKMIFNHTSVEHCKTYTENQDECNFFLIAVRLASLNQILDPWVYLLLRKILLQKFCQLLKGHSYGLDTEGGTENKDKEMKENLYISNLSRFFILLGHFTEARRGRGHIYLHTLEHQ. The pKi is 8.5. (2) The drug is C[C@@H](NC(=O)c1ccccc1C(c1ccccc1)c1ccccc1)B(O)O. The target protein (P39045) has sequence MKQSSPEPLRPRRTGGRGGARRAAALVTIPLLPMTLLGASPALADASGARLTELREDIDAILEDPALEGAVSGVVVVDTATGEELYSRDGGEQLLPASNMKLFTAAAALEVLGADHSFGTEVAAESAPGRRGEVQDLYLVGRGDPTLSAEDLDAMAAEVAASGVRTVRGDLYADDTWFDSERLVDDWWPEDEPYAYSAQISALTVAHGERFDTGVTEVSVTPAAEGEPADVDLGAAEGYAELDNRAVTGAAGSANTLVIDRPVGTNTIAVTGSLPADAAPVTALRTVDEPAALAGHLFEEALESNGVTVKGDVGLGGVPADWQDAEVLADHTSAELSEILVPFMKFSNNGHAEMLVKSIGQETAGAGTWDAGLVGVEEALSGLGVDTAGLVLNDGSGLSRGNLVTADTVVDLLGQAGSAPWAQTWSASLPVAGESDPFVGGTLANRMRGTAAEGVVEAKTGTMSGVSALSGYVPGPEGELAFSIVNNGHSGPAPLAVQDA.... The pKi is 7.2. (3) The drug is CC(C)(C)NC(=O)[C@@H]1CN(Cc2cccnc2)CCN1C[C@@H](O)C[C@@H](Cc1ccccc1)C(=O)N[C@H]1c2ccccc2C[C@H]1O. The target protein sequence is PQITLWQRPLVTIKIGGQLKEALLDTGADDTVLEEMSLPGRWKPKMIGGIGGFIKVRQYDQILIEICGHKVIGTVLVGPTPVNIIGRNLLTQIGCTLNF. The pKi is 8.5. (4) The drug is O=C(O)CC(=O)O. The target protein (Q922Z0) has sequence MDTVCIAVVGAGVIGLSTAACISQLVPGCTVTVISDRFTPDTTSNVAAGMLIPHTCADTPVPTQKRWFRETFEHLSEIAKSAEAADAGVHLVSGWQIFRSVPAEEVPFWADVVLGFRKMTEAELKRFPQYVFGQAFTTLKCETSAYLPWLERRIKGSGGLLLTRRIEDLWELQPSFDIVVNCSGLGSRRLVGDPMISPVRGQVLQARAPWVKHFIRDGGGLTYVYPGMSYVTLGGTRQKGDWNRSPDAELSREIFSRCCTLEPSLHRAYDIKEKVGLRPSRPGVRLQKEILVRGQQTLPVVHNYGHGSGGISVHWGSALEATRLVMECIHTLRTPASLSKL. The pKi is 2.9. (5) The drug is COc1ccc([C@H](C)NC(=O)Cn2nnc3c(OC)cccc3c2=O)cc1. The target protein (Q6DWJ6) has sequence MEHTHAHLAANSSLSWWSPGSACGLGFVPVVYYSLLLCLGLPANILTVIILSQLVARRQKSSYNYLLALAAADILVLFFIVFVDFLLEDFILNMQMPQVPDKIIEVLEFSSIHTSIWITVPLTIDRYIAVCHPLKYHTVSYPARTRKVIVSVYITCFLTSIPYYWWPNIWTEDYISTSVHHVLIWIHCFTVYLVPCSIFFILNSIIVYKLRRKSNFRLRGYSTGKTTAILFTITSIFATLWAPRIIMILYHLYGAPIQNRWLVHIMSDIANMLALLNTAINFFLYCFISKRFRTMAAATLKAFFKCQKQPVQFYTNHNFSITSSPWISPANSHCIKMLVYQYDKNGKPIKVSP. The pKi is 5.4. (6) The drug is CNCC[C@H](Oc1cccc2ccccc12)c1cccs1. The target protein (P21932) has sequence MTEDQGFSDPEYSAEYSAEYSVSLPSDPDRGVGRTHEISVRNSGSCLCLPRFMRLTFVPESLENLYQTYFKRQRHETLLVLVVFAALFDCYVVVMCAVVFSSDKLAPLMVAGVGLVLDIILFVLCKKGLLPDRVSRKVVPYLLWLLITAQIFSYLGLNFSRAHAASDTVGWQAFFVFSFFITLPLSLSPIVIISVVSCVVHTLVLGVTVAQQQQDELEGMQLLREILANVFLYLCAIIVGIMSYYMADRKHRKAFLEARQSLEVKMNLEEQSQQQENLMLSILPKHVADEMLKDMKKDESQKDQQQFNTMYMYRHENVSILFADIVGFTQLSSACSAQELVKLLNELFARFDKLAAKYHQLRIKILGDCYYCICGLPDYREDHAVCSILMGLAMVEAISYVREKTKTGVDMRVGVHTGTVLGGVLGQKRWQYDVWSTDVTVANKMEAGGIPGRVHISQSTMDCLKGEFDVEPGDGGSRCDYLDEKGIETYLIIASKPEVK.... The pKi is 6.0. (7) The compound is COc1ccc(OC)c(-c2cc(C(=O)N[C@H](C(=O)O)C3CCCCC3)nn2-c2ccnc3cc(Cl)ccc23)c1. The target protein (Q63384) has sequence METSSPWPPRPSPSAGLSLEARLGVDTRLWAKVLFTALYSLIFAFGTAGNALSVHVVLKARAGRPGRLRYHVLSLALSALLLLLVSMPMELYNFVWSHYPWVFGDLGCRGYYFVRELCAYATVLSVASLSAERCLAVCQPLRARRLLTPRRTRRLLSLVWVASLGLALPMAVIMGQKHEVESADGEPEPASRVCTVLVSRATLQVFIQVNVLVSFALPLALTAFLNGITVNHLMALYSQVPSASAQVSSIPSRLELLSEEGLLGFITWRKTLSLGVQASLVRHKDASQIRSLQHSAQVLRAIVAVYVICWLPYHARRLMYCYIPDDGWTNELYDFYHYFYMVTNTLFYVSSAVTPILYNAVSSSFRKLFLESLGSLCGEQHSLVPLPQEAPESTTSTYSFRLWGSPRNPSLGEIQV. The pKi is 6.2.